The task is: Predict the reactants needed to synthesize the given product.. This data is from Full USPTO retrosynthesis dataset with 1.9M reactions from patents (1976-2016). (1) Given the product [CH2:6]([NH:14][C:1](=[O:5])[CH2:2][OH:3])[CH2:7][CH2:8][CH2:9][CH2:10][CH2:11][CH2:12][CH3:13], predict the reactants needed to synthesize it. The reactants are: [C:1]([OH:5])(=O)[CH2:2][OH:3].[CH2:6]([NH2:14])[CH2:7][CH2:8][CH2:9][CH2:10][CH2:11][CH2:12][CH3:13]. (2) Given the product [NH2:9][C:10]1[CH:17]=[CH:16][CH:15]=[C:14]([O:8][CH:4]([CH2:5][CH2:6][CH3:7])[CH2:3][CH2:2][CH3:1])[C:11]=1[C:12]#[N:13], predict the reactants needed to synthesize it. The reactants are: [CH3:1][CH2:2][CH2:3][CH:4]([OH:8])[CH2:5][CH2:6][CH3:7].[NH2:9][C:10]1[CH:17]=[CH:16][CH:15]=[C:14](F)[C:11]=1[C:12]#[N:13]. (3) The reactants are: [Br:1][C:2]1[S:6][C:5]([CH:7]=O)=[CH:4][CH:3]=1.[NH:9]1[CH2:15][CH2:14][CH2:13][CH2:12][CH2:11][CH2:10]1.C(O[BH-](OC(=O)C)OC(=O)C)(=O)C.[Na+]. Given the product [Br:1][C:2]1[S:6][C:5]([CH2:7][N:9]2[CH2:15][CH2:14][CH2:13][CH2:12][CH2:11][CH2:10]2)=[CH:4][CH:3]=1, predict the reactants needed to synthesize it. (4) Given the product [C:22]([O:26][C:27]([N:29]1[CH2:34][CH2:33][CH:32]([NH:35][C:2]2[N:11]=[C:10]([N:12]3[CH2:17][CH2:16][CH2:15][CH2:14][CH2:13]3)[C:9]3[C:4](=[CH:5][C:6]([O:20][CH3:21])=[C:7]([O:18][CH3:19])[CH:8]=3)[N:3]=2)[CH2:31][CH2:30]1)=[O:28])([CH3:25])([CH3:23])[CH3:24], predict the reactants needed to synthesize it. The reactants are: Cl[C:2]1[N:11]=[C:10]([N:12]2[CH2:17][CH2:16][CH2:15][CH2:14][CH2:13]2)[C:9]2[C:4](=[CH:5][C:6]([O:20][CH3:21])=[C:7]([O:18][CH3:19])[CH:8]=2)[N:3]=1.[C:22]([O:26][C:27]([N:29]1[CH2:34][CH2:33][CH:32]([NH2:35])[CH2:31][CH2:30]1)=[O:28])([CH3:25])([CH3:24])[CH3:23].C1(P(C2C=CC=CC=2)C2C=CC3C(=CC=CC=3)C=2C2C3C(=CC=CC=3)C=CC=2P(C2C=CC=CC=2)C2C=CC=CC=2)C=CC=CC=1.O(C(C)(C)C)[K]. (5) Given the product [CH:1]1([CH2:6][C:7]([NH:9][C:10]2[C:15]([C:16]([F:19])([F:18])[F:17])=[CH:14][C:13]([N:20]3[CH2:25][CH2:24][O:23][CH2:22][CH2:21]3)=[CH:12][C:11]=2[C:29]2[CH:28]=[N:27][CH:32]=[CH:31][CH:30]=2)=[O:8])[CH2:5][CH2:4][CH2:3][CH2:2]1, predict the reactants needed to synthesize it. The reactants are: [CH:1]1([CH2:6][C:7]([NH:9][C:10]2[C:15]([C:16]([F:19])([F:18])[F:17])=[CH:14][C:13]([N:20]3[CH2:25][CH2:24][O:23][CH2:22][CH2:21]3)=[CH:12][C:11]=2Br)=[O:8])[CH2:5][CH2:4][CH2:3][CH2:2]1.[N:27]1[CH:32]=[CH:31][CH:30]=[C:29](B(O)O)[CH:28]=1.C(=O)([O-])[O-].[K+].[K+].